This data is from TCR-epitope binding with 47,182 pairs between 192 epitopes and 23,139 TCRs. The task is: Binary Classification. Given a T-cell receptor sequence (or CDR3 region) and an epitope sequence, predict whether binding occurs between them. (1) The epitope is RAKFKQLL. The TCR CDR3 sequence is CASSMAGGSYNEQFF. Result: 1 (the TCR binds to the epitope). (2) The epitope is FPRPWLHGL. The TCR CDR3 sequence is CASSEGRDQETQYF. Result: 1 (the TCR binds to the epitope). (3) The epitope is KLGGALQAK. The TCR CDR3 sequence is CASSSTGTGLFETQYF. Result: 1 (the TCR binds to the epitope). (4) The epitope is FIAGLIAIV. The TCR CDR3 sequence is CASSEWGNTEAFF. Result: 1 (the TCR binds to the epitope). (5) The epitope is PKYVKQNTLKLAT. The TCR CDR3 sequence is CASSLLRTDTDTQYF. Result: 1 (the TCR binds to the epitope).